Dataset: Catalyst prediction with 721,799 reactions and 888 catalyst types from USPTO. Task: Predict which catalyst facilitates the given reaction. (1) Reactant: [Cl:1][C:2]1[CH:14]=[C:13]([CH3:15])[C:12]2[C:11]3[C:6](=[CH:7][CH:8]=[CH:9][CH:10]=3)[C:5](=[O:16])[C:4]=2[CH:3]=1.C(=O)([O-])[O-].[K+].[K+].C[Si](C)(C)[C:25]([F:28])([F:27])[F:26].[F-].C([N+](CCCC)(CCCC)CCCC)CCC.[Cl-].[NH4+]. Product: [Cl:1][C:2]1[CH:14]=[C:13]([CH3:15])[C:12]2[C:11]3[C:6](=[CH:7][CH:8]=[CH:9][CH:10]=3)[C:5]([C:25]([F:28])([F:27])[F:26])([OH:16])[C:4]=2[CH:3]=1. The catalyst class is: 213. (2) Reactant: [CH2:1]([O:8][CH2:9][CH2:10][CH2:11][C@@H:12]([CH2:16][C:17]([O:19][C:20]([CH3:23])([CH3:22])[CH3:21])=[O:18])[C:13]([O-:15])=[O:14])[C:2]1[CH:7]=[CH:6][CH:5]=[CH:4][CH:3]=1.[C:24]1([C@H:30]([NH2:32])[CH3:31])[CH:29]=[CH:28][CH:27]=[CH:26][CH:25]=1. Product: [C:24]1([C@H:30]([NH2:32])[CH3:31])[CH:29]=[CH:28][CH:27]=[CH:26][CH:25]=1.[CH2:1]([O:8][CH2:9][CH2:10][CH2:11][C@@H:12]([CH2:16][C:17]([O:19][C:20]([CH3:23])([CH3:22])[CH3:21])=[O:18])[C:13]([OH:15])=[O:14])[C:2]1[CH:3]=[CH:4][CH:5]=[CH:6][CH:7]=1. The catalyst class is: 310.